Predict the product of the given reaction. From a dataset of Forward reaction prediction with 1.9M reactions from USPTO patents (1976-2016). (1) Given the reactants [CH3:1][O:2][C:3]1[CH:8]=[CH:7][C:6]([Si:9]([CH3:12])([CH3:11])[CH3:10])=[CH:5][C:4]=1[N+:13]([O-])=O.[H][H], predict the reaction product. The product is: [CH3:1][O:2][C:3]1[CH:8]=[CH:7][C:6]([Si:9]([CH3:12])([CH3:11])[CH3:10])=[CH:5][C:4]=1[NH2:13]. (2) Given the reactants Cl[C:2]1([C:13]2[CH:18]=[CH:17][CH:16]=[CH:15][C:14]=2[O:19][CH3:20])[C:10]2[C:5](=[CH:6][CH:7]=[C:8]([Cl:11])[CH:9]=2)[NH:4][C:3]1=[O:12].[CH3:21][N:22]([CH3:35])[C:23](=[O:34])[C@@H:24]([NH:26][CH2:27][C:28]1[CH:33]=[CH:32][CH:31]=[CH:30][N:29]=1)[CH3:25], predict the reaction product. The product is: [Cl:11][C:8]1[CH:9]=[C:10]2[C:5](=[CH:6][CH:7]=1)[NH:4][C:3](=[O:12])[C:2]2([N:26]([CH2:27][C:28]1[CH:33]=[CH:32][CH:31]=[CH:30][N:29]=1)[C@@H:24]([CH3:25])[C:23]([N:22]([CH3:35])[CH3:21])=[O:34])[C:13]1[CH:18]=[CH:17][CH:16]=[CH:15][C:14]=1[O:19][CH3:20]. (3) Given the reactants [CH3:1][O:2][C:3]1[CH:12]=[C:11]2[C:6]([CH2:7][CH:8]([C:13]3([CH3:16])[CH2:15][CH2:14]3)[N:9]=[CH:10]2)=[CH:5][C:4]=1[O:17][CH2:18][CH2:19][CH2:20][O:21][CH3:22].C(O[CH:26]=[C:27]([C:33](=[O:35])[CH3:34])[C:28]([O:30][CH2:31][CH3:32])=[O:29])C, predict the reaction product. The product is: [CH3:1][O:2][C:3]1[C:4]([O:17][CH2:18][CH2:19][CH2:20][O:21][CH3:22])=[CH:5][C:6]2[CH2:7][CH:8]([C:13]3([CH3:16])[CH2:14][CH2:15]3)[N:9]3[CH:10]([CH2:34][C:33](=[O:35])[C:27]([C:28]([O:30][CH2:31][CH3:32])=[O:29])=[CH:26]3)[C:11]=2[CH:12]=1. (4) The product is: [CH2:1]([O:8][C:9]1[C:14](=[O:15])[CH:13]=[CH:12][N:20]([CH2:17][CH2:18][CH3:19])[C:10]=1[CH3:16])[C:2]1[CH:3]=[CH:4][CH:5]=[CH:6][CH:7]=1. Given the reactants [CH2:1]([O:8][C:9]1[C:14](=[O:15])[CH:13]=[CH:12]O[C:10]=1[CH3:16])[C:2]1[CH:7]=[CH:6][CH:5]=[CH:4][CH:3]=1.[CH2:17]([NH2:20])[CH2:18][CH3:19].[OH-].[Na+], predict the reaction product. (5) Given the reactants Cl[C:2]1[C:7]([F:8])=[C:6]([Cl:9])[N:5]=[C:4]([S:10][CH3:11])[N:3]=1.Cl.[S:13]1[CH:17]=[CH:16][N:15]=[C:14]1[CH2:18][NH2:19].C(N(CC)CC)C, predict the reaction product. The product is: [Cl:9][C:6]1[N:5]=[C:4]([S:10][CH3:11])[N:3]=[C:2]([NH:19][CH2:18][C:14]2[S:13][CH:17]=[CH:16][N:15]=2)[C:7]=1[F:8]. (6) Given the reactants Br[C:2]1[N:3]=[C:4]2[C:10]3[CH:11]=[CH:12][CH:13]=[CH:14][C:9]=3[NH:8][C:7]3[N:15]=[CH:16][CH:17]=[CH:18][C:6]=3[N:5]2[C:19]=1[C:20]1[CH:25]=[CH:24][C:23]([C:26]2([NH:30][C:31](=[O:37])[O:32][C:33]([CH3:36])([CH3:35])[CH3:34])[CH2:29][CH2:28][CH2:27]2)=[CH:22][CH:21]=1.[CH3:38][O:39][C:40]1[N:45]=[CH:44][C:43](B(O)O)=[CH:42][N:41]=1.C([O-])([O-])=O.[Na+].[Na+], predict the reaction product. The product is: [CH3:38][O:39][C:40]1[N:45]=[CH:44][C:43]([C:2]2[N:3]=[C:4]3[C:10]4[CH:11]=[CH:12][CH:13]=[CH:14][C:9]=4[NH:8][C:7]4[N:15]=[CH:16][CH:17]=[CH:18][C:6]=4[N:5]3[C:19]=2[C:20]2[CH:21]=[CH:22][C:23]([C:26]3([NH:30][C:31](=[O:37])[O:32][C:33]([CH3:35])([CH3:36])[CH3:34])[CH2:27][CH2:28][CH2:29]3)=[CH:24][CH:25]=2)=[CH:42][N:41]=1. (7) Given the reactants [Cl:1][C:2]1[CH:3]=[C:4]([NH:19][C:20]2[C:30]3[CH:29]=[C:28]([C:31](O)=[O:32])[CH2:27][CH2:26][NH:25][C:24]=3[N:23]=[CH:22][N:21]=2)[CH:5]=[CH:6][C:7]=1[O:8][C:9]1[CH:14]=[CH:13][CH:12]=[C:11]([C:15]([F:18])([F:17])[F:16])[CH:10]=1.Cl.[NH2:35][CH2:36][CH2:37][O:38][CH2:39][C:40]([CH3:43])([OH:42])[CH3:41].ON1C2C=CC=CC=2N=N1.Cl.C(N=C=NCCCN(C)C)C, predict the reaction product. The product is: [Cl:1][C:2]1[CH:3]=[C:4]([NH:19][C:20]2[C:30]3[CH:29]=[C:28]([C:31]([NH:35][CH2:36][CH2:37][O:38][CH2:39][C:40]([OH:42])([CH3:43])[CH3:41])=[O:32])[CH2:27][CH2:26][NH:25][C:24]=3[N:23]=[CH:22][N:21]=2)[CH:5]=[CH:6][C:7]=1[O:8][C:9]1[CH:14]=[CH:13][CH:12]=[C:11]([C:15]([F:17])([F:18])[F:16])[CH:10]=1.